Dataset: Catalyst prediction with 721,799 reactions and 888 catalyst types from USPTO. Task: Predict which catalyst facilitates the given reaction. (1) Reactant: [NH:1]1[C:10]2[C:5](=[CH:6][CH:7]=[CH:8][CH:9]=2)[CH:4]=[N:3][C:2]1=O.O=S(Cl)Cl. Product: [N:1]1[C:10]2[C:5](=[CH:6][CH:7]=[CH:8][CH:9]=2)[CH:4]=[N:3][CH:2]=1. The catalyst class is: 3. (2) Reactant: [Si]([O:8][CH2:9][CH2:10][CH2:11][O:12][C:13]1[CH:18]=[CH:17][C:16]([C:19]2[CH:24]=[CH:23][C:22]([C:25]([O:27][CH2:28][CH3:29])=[O:26])=[CH:21][CH:20]=2)=[CH:15][C:14]=1[C:30]1[CH:35]=[CH:34][C:33]([N:36]([CH2:39][CH3:40])[CH2:37][CH3:38])=[CH:32][CH:31]=1)(C(C)(C)C)(C)C.[F-].C([N+](CCCC)(CCCC)CCCC)CCC. Product: [CH2:39]([N:36]([CH2:37][CH3:38])[C:33]1[CH:34]=[CH:35][C:30]([C:14]2[CH:15]=[C:16]([C:19]3[CH:20]=[CH:21][C:22]([C:25]([O:27][CH2:28][CH3:29])=[O:26])=[CH:23][CH:24]=3)[CH:17]=[CH:18][C:13]=2[O:12][CH2:11][CH2:10][CH2:9][OH:8])=[CH:31][CH:32]=1)[CH3:40]. The catalyst class is: 7. (3) Reactant: [CH:1]1([NH:7][C:8]2[N:13]=[C:12]([OH:14])[CH:11]=[CH:10][C:9]=2[N+:15]([O-])=O)[CH2:6][CH2:5][CH2:4][CH2:3][CH2:2]1. Product: [NH2:15][C:9]1[CH:10]=[CH:11][C:12]([OH:14])=[N:13][C:8]=1[NH:7][CH:1]1[CH2:6][CH2:5][CH2:4][CH2:3][CH2:2]1. The catalyst class is: 19.